From a dataset of Peptide-MHC class II binding affinity with 134,281 pairs from IEDB. Regression. Given a peptide amino acid sequence and an MHC pseudo amino acid sequence, predict their binding affinity value. This is MHC class II binding data. (1) The peptide sequence is RMFSSTLRAAVPWYA. The MHC is DRB1_0404 with pseudo-sequence DRB1_0404. The binding affinity (normalized) is 0.520. (2) The peptide sequence is EGSSIGKLFTQTMKG. The MHC is DRB1_0701 with pseudo-sequence DRB1_0701. The binding affinity (normalized) is 0.367. (3) The peptide sequence is IIGVLEQGKRTLTPQ. The MHC is DRB1_0405 with pseudo-sequence DRB1_0405. The binding affinity (normalized) is 0. (4) The peptide sequence is VNKYLKVVFIPNYNV. The MHC is DRB1_0405 with pseudo-sequence DRB1_0405. The binding affinity (normalized) is 0.671.